Dataset: Reaction yield outcomes from USPTO patents with 853,638 reactions. Task: Predict the reaction yield, written as a fraction of the theoretical maximum amount of product (1.0 means a 100% yield; for example, 0.34 means a 34% yield). (1) The reactants are Br[C:2]1[CH:3]=[N:4][CH:5]=[C:6]([C@@H:8]2[CH2:12][CH2:11][CH2:10][N:9]2[C@@H:13]([C:15]2[CH:20]=[CH:19][C:18]([O:21][CH3:22])=[CH:17][CH:16]=2)[CH3:14])[CH:7]=1.[CH2:23]([O:25][C:26]([C:28]1[C:36]2[C:31](=[CH:32][CH:33]=[CH:34][CH:35]=2)[NH:30][CH:29]=1)=[O:27])[CH3:24].[O-]P([O-])([O-])=O.[K+].[K+].[K+].CN[C@H]1CCCC[C@@H]1NC. The catalyst is C1(C)C=CC=CC=1.[Cu](I)I. The product is [CH2:23]([O:25][C:26]([C:28]1[C:36]2[C:31](=[CH:32][CH:33]=[CH:34][CH:35]=2)[N:30]([C:2]2[CH:3]=[N:4][CH:5]=[C:6]([C@@H:8]3[CH2:12][CH2:11][CH2:10][N:9]3[C@@H:13]([C:15]3[CH:20]=[CH:19][C:18]([O:21][CH3:22])=[CH:17][CH:16]=3)[CH3:14])[CH:7]=2)[CH:29]=1)=[O:27])[CH3:24]. The yield is 0.770. (2) The reactants are C(OC(N1CCC[C@@H]1C(O)=O)=O)(C)(C)C.COC1C=C(C=C(OC)C=1OC)C(O)=O.F[B-](F)(F)F.N1(OC(N(C)C)=[N+](C)C)C2C=CC=CC=2N=N1.C(OC([N:60]1[CH2:64][CH2:63][CH2:62][CH:61]1[CH2:65][CH2:66][N:67]([CH2:82][C:83]([CH3:91])=[CH:84][C:85]1[CH:90]=[CH:89][CH:88]=[CH:87][CH:86]=1)[C:68](=[O:81])[C:69]1[CH:74]=[C:73]([O:75][CH3:76])[C:72]([O:77][CH3:78])=[C:71]([O:79][CH3:80])[CH:70]=1)=O)(C)(C)C. The catalyst is O1CCOCC1.Cl.C(N(CC)CC)C. The product is [CH3:80][O:79][C:71]1[CH:70]=[C:69]([CH:74]=[C:73]([O:75][CH3:76])[C:72]=1[O:77][CH3:78])[C:68]([N:67]([CH2:82][C:83]([CH3:91])=[CH:84][C:85]1[CH:86]=[CH:87][CH:88]=[CH:89][CH:90]=1)[CH2:66][CH2:65][C@H:61]1[CH2:62][CH2:63][CH2:64][NH:60]1)=[O:81]. The yield is 0.390. (3) The reactants are Br[C:2]1[C:3]2[C:8]([C:9]([C:16]3[CH:21]=[CH:20][CH:19]=[CH:18][CH:17]=3)=[C:10]3[C:15]=1[CH:14]=[CH:13][CH:12]=[CH:11]3)=[CH:7][CH:6]=[CH:5][CH:4]=2.[Li]CCCC.Br[CH:28]=[CH:29][CH2:30][CH2:31][CH2:32][CH2:33][CH2:34][CH2:35][CH2:36][CH2:37][Br:38].O. The catalyst is C(OCC)C. The product is [Br:38][CH2:37][CH2:36][CH2:35][CH2:34][CH2:33][CH2:32][CH2:31][CH2:30][CH2:29][CH2:28][C:2]1[C:3]2[C:8]([C:9]([C:16]3[CH:21]=[CH:20][CH:19]=[CH:18][CH:17]=3)=[C:10]3[C:15]=1[CH:14]=[CH:13][CH:12]=[CH:11]3)=[CH:7][CH:6]=[CH:5][CH:4]=2. The yield is 0.500.